From a dataset of Forward reaction prediction with 1.9M reactions from USPTO patents (1976-2016). Predict the product of the given reaction. Given the reactants [CH3:1][O:2][C:3]1[CH:8]=[CH:7][C:6]([C:9]2[CH:14]=[CH:13][N+:12]([O-])=[CH:11][CH:10]=2)=[CH:5][CH:4]=1.P(Cl)(Cl)([Cl:18])=O, predict the reaction product. The product is: [Cl:18][C:13]1[CH:14]=[C:9]([C:6]2[CH:7]=[CH:8][C:3]([O:2][CH3:1])=[CH:4][CH:5]=2)[CH:10]=[CH:11][N:12]=1.